From a dataset of Full USPTO retrosynthesis dataset with 1.9M reactions from patents (1976-2016). Predict the reactants needed to synthesize the given product. (1) Given the product [C:40]([O:44][C:45](=[O:51])[NH:46][CH2:47][CH2:48][CH2:49][NH:2][CH:3]([C:6]1[N:7]([CH2:20][C:21]2[CH:26]=[CH:25][CH:24]=[CH:23][CH:22]=2)[C:8](=[O:19])[C:9]2[N:17]([N:18]=1)[C:16]1[C:11](=[CH:12][CH:13]=[CH:14][CH:15]=1)[CH:10]=2)[CH2:4][CH3:5])([CH3:43])([CH3:42])[CH3:41], predict the reactants needed to synthesize it. The reactants are: Cl.[NH2:2][CH:3]([C:6]1[N:7]([CH2:20][C:21]2[CH:26]=[CH:25][CH:24]=[CH:23][CH:22]=2)[C:8](=[O:19])[C:9]2[N:17]([N:18]=1)[C:16]1[C:11](=[CH:12][CH:13]=[CH:14][CH:15]=1)[CH:10]=2)[CH2:4][CH3:5].C(N(CC)CC)C.[O-]S([O-])(=O)=O.[Mg+2].[C:40]([O:44][C:45](=[O:51])[NH:46][CH2:47][CH2:48][CH:49]=O)([CH3:43])([CH3:42])[CH3:41].C(O[BH-](OC(=O)C)OC(=O)C)(=O)C.[Na+]. (2) Given the product [CH3:14][C:5]1[CH:4]=[CH:3][C:2]([C:32]2[CH:23]=[CH:24][C:25]3[C:26]([CH3:36])([CH3:35])[CH2:27][CH2:28][C:29]([CH3:34])([CH3:33])[C:30]=3[CH:31]=2)=[CH:7][C:6]=1[N:8]1[CH2:13][CH2:12][NH:11][CH2:10][CH2:9]1, predict the reactants needed to synthesize it. The reactants are: Cl[C:2]1[CH:3]=[CH:4][C:5]([CH3:14])=[C:6]([N:8]2[CH2:13][CH2:12][NH:11][CH2:10][CH2:9]2)[CH:7]=1.CC1(C)C(C)(C)OB([C:23]2[CH:32]=[CH:31][C:30]3[C:29]([CH3:34])([CH3:33])[CH2:28][CH2:27][C:26]([CH3:36])([CH3:35])[C:25]=3[CH:24]=2)O1.P([O-])([O-])([O-])=O.[K+].[K+].[K+].C1(P(C2CCCCC2)C2C=CC=CC=2C2C(C(C)C)=CC(C(C)C)=CC=2C(C)C)CCCCC1. (3) Given the product [CH3:12][O:11][C:9]1[CH:10]=[C:5]([OH:4])[CH:6]=[C:7]([CH3:15])[C:8]=1[S:13][CH3:14], predict the reactants needed to synthesize it. The reactants are: C([O:4][C:5]1[CH:6]=[C:7]([CH3:15])[C:8]([S:13][CH3:14])=[C:9]([O:11][CH3:12])[CH:10]=1)C=C.[BH4-].[Na+]. (4) Given the product [Cl:15][C:16]1[CH:17]=[CH:18][C:19]([CH2:20][N:21]2[CH2:25][CH2:24][C@@H:23]([NH:26][C:2]3[N:3]=[CH:4][C:5](/[CH:8]=[CH:9]/[C:10]([O:12][CH2:13][CH3:14])=[O:11])=[N:6][CH:7]=3)[CH2:22]2)=[CH:27][CH:28]=1, predict the reactants needed to synthesize it. The reactants are: Cl[C:2]1[N:3]=[CH:4][C:5](/[CH:8]=[CH:9]/[C:10]([O:12][CH2:13][CH3:14])=[O:11])=[N:6][CH:7]=1.[Cl:15][C:16]1[CH:28]=[CH:27][C:19]([CH2:20][N:21]2[CH2:25][CH2:24][C@@H:23]([NH2:26])[CH2:22]2)=[CH:18][CH:17]=1.C([O-])([O-])=O.[K+].[K+]. (5) Given the product [CH3:1][C@H:2]1[CH2:7][N:6]2[N:8]=[CH:9][C:10]([N:11]3[CH2:15][CH:14]([NH:16][C:17]4[N:18]=[CH:19][CH:20]=[CH:21][N:22]=4)[CH2:13][C:12]3=[O:23])=[C:5]2[CH2:4][N:3]1[C:24]([NH:40][C:34]1[CH:33]=[C:32]([F:31])[C:37]([F:38])=[C:36]([F:39])[CH:35]=1)=[O:26], predict the reactants needed to synthesize it. The reactants are: [CH3:1][C@H:2]1[CH2:7][N:6]2[N:8]=[CH:9][C:10]([N:11]3[CH2:15][CH:14]([NH:16][C:17]4[N:22]=[CH:21][CH:20]=[CH:19][N:18]=4)[CH2:13][C:12]3=[O:23])=[C:5]2[CH2:4][N:3]1[C:24]([O:26]C(C)(C)C)=O.[F:31][C:32]1[CH:33]=[C:34]([NH:40]C(=O)OC2C=CC=CC=2)[CH:35]=[C:36]([F:39])[C:37]=1[F:38].CCN(C(C)C)C(C)C. (6) Given the product [CH3:17][CH2:16][CH2:15][CH2:14][CH2:13]/[CH:12]=[CH:11]\[CH2:10]/[CH:9]=[CH:8]\[CH2:7]/[CH:6]=[CH:5]\[CH2:4][CH2:3][CH2:2][CH2:1][C:1](=[O:20])[CH2:2][CH2:3][CH2:4][CH2:5]/[CH:6]=[CH:7]\[CH2:8]/[CH:9]=[CH:10]\[CH2:11]/[CH:12]=[CH:13]\[CH2:14][CH2:15][CH2:16][CH2:17][CH3:18], predict the reactants needed to synthesize it. The reactants are: [C:1]([O:20]C)(=O)[CH2:2][CH2:3][CH2:4][CH2:5]/[CH:6]=[CH:7]\[CH2:8]/[CH:9]=[CH:10]\[CH2:11]/[CH:12]=[CH:13]\[CH2:14][CH2:15][CH2:16][CH2:17][CH3:18].[H-].[Na+].[OH-].[Na+]. (7) Given the product [CH2:12]([O:11][C:21](=[O:22])[CH:20]=[CH:8][C:7]1[C:2]([Br:1])=[CH:3][N:4]=[CH:5][C:6]=1[Br:10])[CH3:13], predict the reactants needed to synthesize it. The reactants are: [Br:1][C:2]1[CH:3]=[N:4][CH:5]=[C:6]([Br:10])[C:7]=1[CH:8]=O.[O-:11][CH2:12][CH3:13].[Na+].C([O-])(O)=O.[Na+].[CH3:20][CH2:21][OH:22]. (8) Given the product [Cl:2][C:3]1[CH:4]=[C:5]([CH:11]([C:28]([F:31])([F:30])[F:29])/[CH:12]=[CH:13]/[C:14]2[CH:24]=[CH:23][C:17]([C:18]([OH:20])=[O:19])=[C:16]([N+:25]([O-:27])=[O:26])[CH:15]=2)[CH:6]=[C:7]([Cl:10])[C:8]=1[F:9], predict the reactants needed to synthesize it. The reactants are: Cl.[Cl:2][C:3]1[CH:4]=[C:5]([CH:11]([C:28]([F:31])([F:30])[F:29])/[CH:12]=[CH:13]/[C:14]2[CH:24]=[CH:23][C:17]([C:18]([O:20]CC)=[O:19])=[C:16]([N+:25]([O-:27])=[O:26])[CH:15]=2)[CH:6]=[C:7]([Cl:10])[C:8]=1[F:9]. (9) Given the product [C:1]([O:20][CH2:21][CH:22]1[CH2:26][CH:25]([CH2:27][C:39]#[N:40])[CH:24]=[CH:23]1)([C:8]1[CH:9]=[CH:10][CH:11]=[CH:12][CH:13]=1)([C:14]1[CH:19]=[CH:18][CH:17]=[CH:16][CH:15]=1)[C:2]1[CH:3]=[CH:4][CH:5]=[CH:6][CH:7]=1, predict the reactants needed to synthesize it. The reactants are: [C:1]([O:20][CH2:21][CH:22]1[CH2:26][CH:25]([CH2:27]OS(C2C=CC(C)=CC=2)(=O)=O)[CH:24]=[CH:23]1)([C:14]1[CH:19]=[CH:18][CH:17]=[CH:16][CH:15]=1)([C:8]1[CH:13]=[CH:12][CH:11]=[CH:10][CH:9]=1)[C:2]1[CH:7]=[CH:6][CH:5]=[CH:4][CH:3]=1.[C-:39]#[N:40].[Na+].